From a dataset of Catalyst prediction with 721,799 reactions and 888 catalyst types from USPTO. Predict which catalyst facilitates the given reaction. (1) Reactant: Cl[C:2]1[N:7]=[CH:6][N:5]=[C:4]([NH2:8])[C:3]=1[C:9]1[N:13]=[C:12]([CH2:14][O:15][CH3:16])[N:11]([CH3:17])[N:10]=1.[NH2:18][C@H:19]([C:22]1[N:31]([CH:32]2[CH2:34][CH2:33]2)[C:30](=[O:35])[C:29]2[C:24](=[CH:25][CH:26]=[CH:27][C:28]=2[Cl:36])[N:23]=1)[CH2:20][CH3:21].CCN(C(C)C)C(C)C.C(Cl)Cl.CO. Product: [NH2:8][C:4]1[N:5]=[CH:6][N:7]=[C:2]([NH:18][C@H:19]([C:22]2[N:31]([CH:32]3[CH2:33][CH2:34]3)[C:30](=[O:35])[C:29]3[C:24](=[CH:25][CH:26]=[CH:27][C:28]=3[Cl:36])[N:23]=2)[CH2:20][CH3:21])[C:3]=1[C:9]1[N:13]=[C:12]([CH2:14][O:15][CH3:16])[N:11]([CH3:17])[N:10]=1. The catalyst class is: 114. (2) Reactant: [CH2:1]([O:13][C:14]1[CH:15]=[C:16]([NH2:22])[C:17]([NH2:21])=[CH:18][C:19]=1[F:20])[CH2:2][CH2:3][CH2:4][CH2:5][CH2:6][CH2:7][CH2:8][CH2:9][CH2:10][CH2:11][CH3:12].[S:23](=NC1C=CC=CC=1)=O.Cl[Si](C)(C)C.C([O-])(O)=O.[Na+]. Product: [CH2:1]([O:13][C:14]1[C:19]([F:20])=[CH:18][C:17]2[C:16]([CH:15]=1)=[N:22][S:23][N:21]=2)[CH2:2][CH2:3][CH2:4][CH2:5][CH2:6][CH2:7][CH2:8][CH2:9][CH2:10][CH2:11][CH3:12]. The catalyst class is: 17. (3) Product: [NH:4]1[CH2:5][CH:6]=[C:7]([C:10]2[CH:19]=[C:18]3[C:13]([C:14](=[O:27])[C:15]4[C:25](=[O:26])[NH:24][S:23][C:16]=4[N:17]3[CH:20]3[CH2:22][CH2:21]3)=[CH:12][C:11]=2[F:28])[CH2:8][CH2:9]1. Reactant: C([N:4]1[CH2:9][CH:8]=[C:7]([C:10]2[CH:19]=[C:18]3[C:13]([C:14](=[O:27])[C:15]4[C:25](=[O:26])[NH:24][S:23][C:16]=4[N:17]3[CH:20]3[CH2:22][CH2:21]3)=[CH:12][C:11]=2[F:28])[CH2:6][CH2:5]1)(=O)C. The catalyst class is: 33. (4) Reactant: [NH2:1][C:2]1[C:11]([O:12][CH3:13])=[N:10][C:9]2[C:4](=[CH:5][C:6]([CH3:15])=[C:7]([CH3:14])[CH:8]=2)[N:3]=1.Cl[C:17]([O:19][CH2:20][CH3:21])=[O:18].N1C=CC=CC=1. Product: [CH3:13][O:12][C:11]1[C:2]([NH:1][C:17](=[O:18])[O:19][CH2:20][CH3:21])=[N:3][C:4]2[C:9](=[CH:8][C:7]([CH3:14])=[C:6]([CH3:15])[CH:5]=2)[N:10]=1. The catalyst class is: 4.